This data is from Full USPTO retrosynthesis dataset with 1.9M reactions from patents (1976-2016). The task is: Predict the reactants needed to synthesize the given product. (1) Given the product [F:42][C:40]1[CH:39]=[CH:38][C:35]([C:36]#[N:37])=[C:34]([C:32]2[CH:31]=[CH:30][CH:29]=[C:28]([C:6]3[N:10]4[CH:11]=[CH:12][C:13]([C:15]([F:16])([F:17])[F:18])=[N:14][C:9]4=[N:8][CH:7]=3)[N:33]=2)[CH:41]=1, predict the reactants needed to synthesize it. The reactants are: C([Sn](CCCC)(CCCC)[C:6]1[N:10]2[CH:11]=[CH:12][C:13]([C:15]([F:18])([F:17])[F:16])=[N:14][C:9]2=[N:8][CH:7]=1)CCC.Br[C:28]1[N:33]=[C:32]([C:34]2[CH:41]=[C:40]([F:42])[CH:39]=[CH:38][C:35]=2[C:36]#[N:37])[CH:31]=[CH:30][CH:29]=1. (2) Given the product [NH2:22][CH2:21][CH2:20][NH:23][C:2]1[CH:7]=[CH:6][C:5]([C:8]2[N:9]=[C:10]3[CH:15]=[CH:14][C:13]([CH3:16])=[CH:12][N:11]3[C:17]=2[CH2:18][OH:19])=[CH:4][CH:3]=1, predict the reactants needed to synthesize it. The reactants are: I[C:2]1[CH:7]=[CH:6][C:5]([C:8]2[N:9]=[C:10]3[CH:15]=[CH:14][C:13]([CH3:16])=[CH:12][N:11]3[C:17]=2[CH2:18][OH:19])=[CH:4][CH:3]=1.[CH2:20]([NH2:23])[CH2:21][NH2:22]. (3) Given the product [Cl:1][C:2]1[C:3]([F:45])=[C:4]([CH:42]=[CH:43][CH:44]=1)[CH2:5][NH:6][C:7]([C@@H:9]1[CH2:13][C@@H:12]([F:14])[CH2:11][N:10]1[C:15](=[O:41])[CH2:16][N:17]1[C:25]2[C:20](=[CH:21][CH:22]=[C:23]([CH2:26][OH:27])[CH:24]=2)[C:19]([C:38](=[O:40])[CH3:39])=[CH:18]1)=[O:8], predict the reactants needed to synthesize it. The reactants are: [Cl:1][C:2]1[C:3]([F:45])=[C:4]([CH:42]=[CH:43][CH:44]=1)[CH2:5][NH:6][C:7]([C@@H:9]1[CH2:13][C@@H:12]([F:14])[CH2:11][N:10]1[C:15](=[O:41])[CH2:16][N:17]1[C:25]2[C:20](=[CH:21][CH:22]=[C:23]([CH2:26][O:27][Si](C(C)C)(C(C)C)C(C)C)[CH:24]=2)[C:19]([C:38](=[O:40])[CH3:39])=[CH:18]1)=[O:8].CCCC[N+](CCCC)(CCCC)CCCC.[F-]. (4) Given the product [NH:33]1[C:34]2[C:30](=[C:29]([C:2]3[N:3]=[C:4]([N:22]4[CH2:27][CH2:26][O:25][CH2:24][CH2:23]4)[C:5]4[N:10]=[C:9]([CH2:11][N:12]5[CH2:17][CH2:16][N:15]([S:18]([CH3:21])(=[O:20])=[O:19])[CH2:14][CH2:13]5)[S:8][C:6]=4[N:7]=3)[CH:37]=[CH:36][CH:35]=2)[CH:31]=[N:32]1, predict the reactants needed to synthesize it. The reactants are: Cl[C:2]1[N:3]=[C:4]([N:22]2[CH2:27][CH2:26][O:25][CH2:24][CH2:23]2)[C:5]2[N:10]=[C:9]([CH2:11][N:12]3[CH2:17][CH2:16][N:15]([S:18]([CH3:21])(=[O:20])=[O:19])[CH2:14][CH2:13]3)[S:8][C:6]=2[N:7]=1.B(O)(O)[C:29]1[CH:37]=[CH:36][CH:35]=[C:34]2[C:30]=1[CH:31]=[N:32][NH:33]2.C(=O)([O-])[O-].[Na+].[Na+]. (5) Given the product [O:23]=[C:20]1[O:21][N:18]=[C:1]([C:3]2[CH:4]=[CH:5][C:6]([NH:9][C:10](=[O:16])[O:11][C:12]([CH3:13])([CH3:15])[CH3:14])=[N:7][CH:8]=2)[NH:2]1, predict the reactants needed to synthesize it. The reactants are: [C:1]([C:3]1[CH:4]=[CH:5][C:6]([NH:9][C:10](=[O:16])[O:11][C:12]([CH3:15])([CH3:14])[CH3:13])=[N:7][CH:8]=1)#[N:2].Cl.[NH2:18]O.[C:20](=[O:23])([O-])[O-:21].[Na+].[Na+].O. (6) Given the product [C:1]1([CH2:7][CH2:8][CH2:9][O:10][CH2:11][C@@H:12]2[CH2:16][CH2:15][NH:14][CH2:13]2)[CH:2]=[CH:3][CH:4]=[CH:5][CH:6]=1, predict the reactants needed to synthesize it. The reactants are: [C:1]1([CH2:7][CH2:8][CH2:9][O:10][CH2:11][C@@H:12]2[CH2:16][CH2:15][N:14](C(OC(C)(C)C)=O)[CH2:13]2)[CH:6]=[CH:5][CH:4]=[CH:3][CH:2]=1.C(O)(C(F)(F)F)=O.O. (7) Given the product [CH3:1][O:2][C:3]1[CH:8]=[CH:7][C:6]([N:9]2[C:13]3[C:14](=[O:31])[N:15]([C:18]4[CH:19]=[CH:20][C:21]([N:24]5[CH2:29][CH2:28][CH2:27][CH2:26][C:25]5=[O:30])=[CH:22][CH:23]=4)[CH2:16][CH2:17][C:12]=3[C:11]([C:32]([NH2:37])=[O:34])=[N:10]2)=[CH:5][CH:4]=1, predict the reactants needed to synthesize it. The reactants are: [CH3:1][O:2][C:3]1[CH:8]=[CH:7][C:6]([N:9]2[C:13]3[C:14](=[O:31])[N:15]([C:18]4[CH:23]=[CH:22][C:21]([N:24]5[CH2:29][CH2:28][CH2:27][CH2:26][C:25]5=[O:30])=[CH:20][CH:19]=4)[CH2:16][CH2:17][C:12]=3[C:11]([C:32]([OH:34])=O)=[N:10]2)=[CH:5][CH:4]=1.C([N:37](CC)CC)C.ClC(OCC(C)C)=O.[OH-].[NH4+].